Dataset: Reaction yield outcomes from USPTO patents with 853,638 reactions. Task: Predict the reaction yield, written as a fraction of the theoretical maximum amount of product (1.0 means a 100% yield; for example, 0.34 means a 34% yield). (1) The reactants are [C:1]([O:5][C:6](=[O:12])[NH:7][O:8][CH2:9][CH2:10]Br)([CH3:4])([CH3:3])[CH3:2].[NH:13]1[CH2:18][CH2:17][O:16][CH2:15][CH2:14]1. The catalyst is CN(C=O)C.CCOC(C)=O. The product is [C:1]([O:5][C:6](=[O:12])[NH:7][O:8][CH2:9][CH2:10][N:13]1[CH2:18][CH2:17][O:16][CH2:15][CH2:14]1)([CH3:4])([CH3:3])[CH3:2]. The yield is 0.460. (2) The reactants are [CH2:1]([O:3][C:4]1[N:5]=[C:6]([CH3:26])[NH:7][C:8](=[O:25])[C:9]=1[CH2:10][C:11]1[CH:16]=[CH:15][C:14]([C:17]2[C:18]([C:23]#[N:24])=[CH:19][CH:20]=[CH:21][CH:22]=2)=[CH:13][CH:12]=1)[CH3:2].[O:27]1[C:31]2[CH:32]=[CH:33][C:34](B(O)O)=[CH:35][C:30]=2[CH2:29][CH2:28]1.C(N(CC)CC)C.N1C=CC=CC=1. The catalyst is O1CCCC1.C(OCC)(=O)C.C([O-])(=O)C.[Cu+2].C([O-])(=O)C. The product is [O:27]1[C:31]2[CH:32]=[CH:33][C:34]([N:7]3[C:8](=[O:25])[C:9]([CH2:10][C:11]4[CH:16]=[CH:15][C:14]([C:17]5[C:18]([C:23]#[N:24])=[CH:19][CH:20]=[CH:21][CH:22]=5)=[CH:13][CH:12]=4)=[C:4]([O:3][CH2:1][CH3:2])[N:5]=[C:6]3[CH3:26])=[CH:35][C:30]=2[CH2:29][CH2:28]1. The yield is 0.920. (3) The reactants are [N:1]1[CH:6]=[CH:5][CH:4]=[C:3]([C:7]2[CH:12]=[CH:11][N:10]3[C:13]([C:16]4[CH:25]=[CH:24][C:23]5[C:18](=[C:19]([OH:26])[CH:20]=[CH:21][CH:22]=5)[N:17]=4)=[CH:14][N:15]=[C:9]3[CH:8]=2)[CH:2]=1.[F:27][C@H:28]1[C@@H:33](OS(C)(=O)=O)[CH2:32][CH2:31][N:30]([C:39]([O:41][C:42]([CH3:45])([CH3:44])[CH3:43])=[O:40])[CH2:29]1.C([O-])([O-])=O.[Cs+].[Cs+].CC(N(C)C)=O. The catalyst is O.CCOC(C)=O. The product is [F:27][C@H:28]1[C@H:33]([O:26][C:19]2[CH:20]=[CH:21][CH:22]=[C:23]3[C:18]=2[N:17]=[C:16]([C:13]2[N:10]4[CH:11]=[CH:12][C:7]([C:3]5[CH:2]=[N:1][CH:6]=[CH:5][CH:4]=5)=[CH:8][C:9]4=[N:15][CH:14]=2)[CH:25]=[CH:24]3)[CH2:32][CH2:31][N:30]([C:39]([O:41][C:42]([CH3:45])([CH3:44])[CH3:43])=[O:40])[CH2:29]1. The yield is 0.460. (4) The reactants are [C:1]([N:4]1[C:13]2[C:8](=[CH:9][C:10](B3OC(C)(C)C(C)(C)O3)=[CH:11][CH:12]=2)[C@H:7]([NH:23][C:24](=[O:29])[O:25][CH:26]([CH3:28])[CH3:27])[CH2:6][C@@H:5]1[CH3:30])(=[O:3])[CH3:2].Br[C:32]1[CH:37]=[CH:36][C:35]([CH2:38][C:39]([O:41][CH2:42][CH3:43])=[O:40])=[CH:34][CH:33]=1.C(=O)([O-])[O-].[K+].[K+]. The catalyst is C1C=CC([P]([Pd]([P](C2C=CC=CC=2)(C2C=CC=CC=2)C2C=CC=CC=2)([P](C2C=CC=CC=2)(C2C=CC=CC=2)C2C=CC=CC=2)[P](C2C=CC=CC=2)(C2C=CC=CC=2)C2C=CC=CC=2)(C2C=CC=CC=2)C2C=CC=CC=2)=CC=1. The product is [C:1]([N:4]1[C:13]2[C:8](=[CH:9][C:10]([C:32]3[CH:37]=[CH:36][C:35]([CH2:38][C:39]([O:41][CH2:42][CH3:43])=[O:40])=[CH:34][CH:33]=3)=[CH:11][CH:12]=2)[C@H:7]([NH:23][C:24]([O:25][CH:26]([CH3:27])[CH3:28])=[O:29])[CH2:6][C@@H:5]1[CH3:30])(=[O:3])[CH3:2]. The yield is 0.310.